Dataset: Full USPTO retrosynthesis dataset with 1.9M reactions from patents (1976-2016). Task: Predict the reactants needed to synthesize the given product. Given the product [CH3:34][O:33][C:31]1[CH:30]=[CH:29][C:10]([C:11]2[CH2:12][O:13][C:14]3[CH:15]=[C:16]([OH:21])[CH:17]=[CH:18][C:19]=3[CH:20]=2)=[C:9]([OH:8])[CH:32]=1, predict the reactants needed to synthesize it. The reactants are: C([O:8][C:9]1[CH:32]=[C:31]([O:33][CH3:34])[CH:30]=[CH:29][C:10]=1[C:11]1[CH2:12][O:13][C:14]2[C:19]([CH:20]=1)=[CH:18][CH:17]=[C:16]([O:21]CC1C=CC=CC=1)[CH:15]=2)C1C=CC=CC=1.CC1C(C)=C(C)C(C)=C(C)C=1.B(Cl)(Cl)Cl.